The task is: Predict the product of the given reaction.. This data is from Forward reaction prediction with 1.9M reactions from USPTO patents (1976-2016). (1) The product is: [CH:8]1([CH2:11][N:12]2[CH2:37][CH2:36][C@:19]34[C:20]5[C:21]6[O:35][C@H:18]3[C@@H:17]([CH2:38][N:1]3[CH:5]=[CH:4][N:3]=[CH:2]3)[CH2:16][CH2:15][C@@:14]4([OH:49])[C@H:13]2[CH2:26][C:25]=5[CH:24]=[CH:23][C:22]=6[O:27][CH2:28][C:29]2[CH:30]=[CH:31][CH:32]=[CH:33][CH:34]=2)[CH2:10][CH2:9]1. Given the reactants [NH:1]1[CH:5]=[CH:4][N:3]=[CH:2]1.[H-].[Na+].[CH:8]1([CH2:11][N:12]2[CH2:37][CH2:36][C@:19]34[C:20]5[C:21]6[O:35][C@H:18]3[C@@H:17]([CH2:38]S(C3C=CC(C)=CC=3)(=O)=O)[CH2:16][CH2:15][C@@:14]4([OH:49])[C@H:13]2[CH2:26][C:25]=5[CH:24]=[CH:23][C:22]=6[O:27][CH2:28][C:29]2[CH:34]=[CH:33][CH:32]=[CH:31][CH:30]=2)[CH2:10][CH2:9]1, predict the reaction product. (2) Given the reactants Cl.[CH2:2]([O:4][C:5]([C:7]1([NH2:13])[CH2:12][CH2:11][CH2:10][CH2:9][CH2:8]1)=[O:6])[CH3:3].Cl.[CH2:15]([N:18]1[CH2:23][CH2:22][N:21]([C:24]2[CH:32]=[CH:31][C:27]([C:28](O)=[O:29])=[CH:26][CH:25]=2)[CH2:20][CH2:19]1)[CH2:16][CH3:17], predict the reaction product. The product is: [CH2:2]([O:4][C:5]([C:7]1([NH:13][C:28]([C:27]2[CH:26]=[CH:25][C:24]([N:21]3[CH2:20][CH2:19][N:18]([CH2:15][CH2:16][CH3:17])[CH2:23][CH2:22]3)=[CH:32][CH:31]=2)=[O:29])[CH2:12][CH2:11][CH2:10][CH2:9][CH2:8]1)=[O:6])[CH3:3]. (3) Given the reactants [OH:1][C:2]1[CH:6]=[C:5]([C:7]([O:9][CH3:10])=[O:8])[O:4][N:3]=1.[C:17]([O-])(=O)[CH2:18][CH2:19][CH2:20][CH2:21][CH2:22][CH2:17][CH2:18][CH2:19][CH2:20][CH2:21][CH3:22].[C:17]([O-])(=O)[CH2:18][CH2:19][CH2:20][CH2:21][CH2:22][CH2:17][CH2:18][CH2:19][CH2:20][CH2:21][CH3:22].C([Sn+2]CCCC)CCC, predict the reaction product. The product is: [OH:1][C:2]1[CH:6]=[C:5]([C:7]([O:9][CH2:10][C:17]2[CH:18]=[CH:19][CH:20]=[CH:21][CH:22]=2)=[O:8])[O:4][N:3]=1. (4) Given the reactants [CH2:1]([O:3][C:4](=[O:27])[C@@H:5]([O:24][CH2:25][CH3:26])[CH2:6][C:7]1[CH:12]=[CH:11][C:10]([O:13][C:14]([C:17]([O:19]C(C)(C)C)=[O:18])([CH3:16])[CH3:15])=[CH:9][CH:8]=1)[CH3:2].C(OC(=O)[C@@H](OC)CC1C=CC(OCC(O)=O)=CC=1)C, predict the reaction product. The product is: [CH2:1]([O:3][C:4](=[O:27])[C@@H:5]([O:24][CH2:25][CH3:26])[CH2:6][C:7]1[CH:12]=[CH:11][C:10]([O:13][C:14]([C:17]([OH:19])=[O:18])([CH3:15])[CH3:16])=[CH:9][CH:8]=1)[CH3:2]. (5) Given the reactants CCN(C(C)C)C(C)C.C1C=CC2N(O)N=NC=2C=1.[O:20]=[C:21]1[O:25][C@H:24]([C:26]([OH:28])=O)[CH2:23][CH2:22]1.CCN=C=NCCCN(C)C.[NH2:40][C@@H:41]1[C:49]2[C:44](=[CH:45][CH:46]=[CH:47][CH:48]=2)[CH2:43][C@H:42]1[NH:50][C:51]([C:53]1[NH:57][C:56]2[S:58][C:59]([Cl:61])=[CH:60][C:55]=2[CH:54]=1)=[O:52], predict the reaction product. The product is: [Cl:61][C:59]1[S:58][C:56]2[NH:57][C:53]([C:51]([NH:50][C@@H:42]3[CH2:43][C:44]4[C:49](=[CH:48][CH:47]=[CH:46][CH:45]=4)[C@H:41]3[NH:40][C:26]([C@@H:24]3[CH2:23][CH2:22][C:21](=[O:20])[O:25]3)=[O:28])=[O:52])=[CH:54][C:55]=2[CH:60]=1.